This data is from Full USPTO retrosynthesis dataset with 1.9M reactions from patents (1976-2016). The task is: Predict the reactants needed to synthesize the given product. (1) Given the product [CH3:38][N:39]1[C:44]2[CH:45]=[CH:46][C:47]([S:49]([N:1]3[C:9]4[C:4](=[CH:5][CH:6]=[CH:7][CH:8]=4)[C:3]([N:10]4[CH2:11][CH2:12][NH:13][CH2:14][CH2:15]4)=[N:2]3)(=[O:51])=[O:50])=[CH:48][C:43]=2[O:42][CH2:41][CH2:40]1, predict the reactants needed to synthesize it. The reactants are: [NH:1]1[C:9]2[C:4](=[CH:5][CH:6]=[CH:7][CH:8]=2)[C:3]([N:10]2[CH2:15][CH2:14][N:13](C(OC(C)(C)C)=O)[CH2:12][CH2:11]2)=[N:2]1.CN(C)C=O.C[Si]([N-][Si](C)(C)C)(C)C.[Na+].[CH3:38][N:39]1[C:44]2[CH:45]=[CH:46][C:47]([S:49](Cl)(=[O:51])=[O:50])=[CH:48][C:43]=2[O:42][CH2:41][CH2:40]1.CN(CC)C. (2) The reactants are: [CH3:1][N:2]1[CH2:7][CH2:6][C:5](=[CH:8][C:9]([O:11][CH2:12][CH3:13])=[O:10])[CH2:4][CH2:3]1.[Si](Cl)(C)(C)[CH3:15].C[Mg+].[Br-]. Given the product [CH3:1][N:2]1[CH2:7][CH2:6][C:5]([CH2:8][C:9]([O:11][CH2:12][CH3:13])=[O:10])([CH3:15])[CH2:4][CH2:3]1, predict the reactants needed to synthesize it. (3) Given the product [CH3:1][C:2]1[S:3][C:4]([C:8]2[CH:9]=[CH:10][C:11]3[N:12]([C:14]([C:17]([NH:23][C:22]4[CH:24]=[C:25]([C:28]5[N:32]=[C:31]([CH2:33][O:34][CH2:35][C:36]([F:39])([F:38])[F:37])[O:30][N:29]=5)[CH:26]=[CH:27][C:21]=4[CH3:20])=[O:19])=[CH:15][N:16]=3)[CH:13]=2)=[C:5]([CH3:7])[N:6]=1, predict the reactants needed to synthesize it. The reactants are: [CH3:1][C:2]1[S:3][C:4]([C:8]2[CH:9]=[CH:10][C:11]3[N:12]([C:14]([C:17]([OH:19])=O)=[CH:15][N:16]=3)[CH:13]=2)=[C:5]([CH3:7])[N:6]=1.[CH3:20][C:21]1[CH:27]=[CH:26][C:25]([C:28]2[N:32]=[C:31]([CH2:33][O:34][CH2:35][C:36]([F:39])([F:38])[F:37])[O:30][N:29]=2)=[CH:24][C:22]=1[NH2:23].CCCP(=O)=O. (4) Given the product [Br:1][CH2:2][C:3]12[O:20][CH:4]1[CH:5]=[C:6]([C:10]1[CH:15]=[CH:14][N:13]=[CH:12][C:11]=1[N+:16]([O-:18])=[O:17])[CH2:7][CH:8]2[CH3:9], predict the reactants needed to synthesize it. The reactants are: [Br:1][CH2:2][C:3]1([OH:20])[CH:8]([CH3:9])[CH2:7][C:6]([C:10]2[CH:15]=[CH:14][N:13]=[CH:12][C:11]=2[N+:16]([O-:18])=[O:17])=[CH:5][CH:4]1O.CS(Cl)(=O)=O. (5) Given the product [C:3]([OH:14])(=[O:13])[C:4]1[CH:12]=[C:10]([OH:11])[C:8]([OH:9])=[C:6]([OH:7])[CH:5]=1, predict the reactants needed to synthesize it. The reactants are: Cl.O.[C:3]([OH:14])(=[O:13])[C:4]1[CH:12]=[C:10]([OH:11])[C:8]([OH:9])=[C:6]([OH:7])[CH:5]=1. (6) Given the product [Cl:19][C:6]1[CH:5]=[C:4]([NH:20][S:34]([C:31]2[CH:32]=[N:33][C:28]([Cl:27])=[CH:29][CH:30]=2)(=[O:36])=[O:35])[CH:3]=[CH:2][C:7]=1[S:8][C:9]1[CH:18]=[CH:17][C:16]2[C:11](=[CH:12][CH:13]=[CH:14][CH:15]=2)[CH:10]=1, predict the reactants needed to synthesize it. The reactants are: Cl[C:2]1[CH:3]=[C:4]([NH2:20])[CH:5]=[C:6]([Cl:19])[C:7]=1[S:8][C:9]1[CH:18]=[CH:17][C:16]2[C:11](=[CH:12][CH:13]=[CH:14][CH:15]=2)[CH:10]=1.N1C=CC=CC=1.[Cl:27][C:28]1[N:33]=[CH:32][C:31]([S:34](Cl)(=[O:36])=[O:35])=[CH:30][CH:29]=1.Cl. (7) The reactants are: [NH2:1][C:2]1[CH:3]=[C:4]([S:8][C:9]2[CH:24]=[CH:23][C:12]([C:13]([NH:15][C:16]3[CH:21]=[CH:20][CH:19]=[C:18]([Br:22])[CH:17]=3)=[O:14])=[CH:11][C:10]=2[N+:25]([O-:27])=[O:26])[CH:5]=[CH:6][CH:7]=1.[C:28](O[C:28]([O:30][C:31]([CH3:34])([CH3:33])[CH3:32])=[O:29])([O:30][C:31]([CH3:34])([CH3:33])[CH3:32])=[O:29]. Given the product [C:31]([O:30][C:28](=[O:29])[NH:1][C:2]1[CH:7]=[CH:6][CH:5]=[C:4]([S:8][C:9]2[CH:24]=[CH:23][C:12]([C:13](=[O:14])[NH:15][C:16]3[CH:21]=[CH:20][CH:19]=[C:18]([Br:22])[CH:17]=3)=[CH:11][C:10]=2[N+:25]([O-:27])=[O:26])[CH:3]=1)([CH3:34])([CH3:33])[CH3:32], predict the reactants needed to synthesize it. (8) Given the product [CH3:17][O:5][C:4](=[O:6])[C:3]1[CH:7]=[C:8]([F:14])[CH:9]=[C:10]([N+:11]([O-:13])=[O:12])[C:2]=1[CH3:1], predict the reactants needed to synthesize it. The reactants are: [CH3:1][C:2]1[C:10]([N+:11]([O-:13])=[O:12])=[CH:9][C:8]([F:14])=[CH:7][C:3]=1[C:4]([OH:6])=[O:5].CI.[C:17](=O)([O-])[O-].[K+].[K+]. (9) Given the product [ClH:11].[CH3:27][N:24]1[CH2:25][CH2:26][N:21]([S:18]([C:15]2[CH:14]=[CH:13][C:12]([C:3]3[C:4]4[C:9](=[CH:8][CH:7]=[CH:6][CH:5]=4)[NH:1][C:2]=3[OH:10])=[N:17][CH:16]=2)(=[O:19])=[O:20])[CH2:22][CH2:23]1, predict the reactants needed to synthesize it. The reactants are: [NH:1]1[C:9]2[C:4](=[CH:5][CH:6]=[CH:7][CH:8]=2)[CH2:3][C:2]1=[O:10].[Cl:11][C:12]1[N:17]=[CH:16][C:15]([S:18]([N:21]2[CH2:26][CH2:25][N:24]([CH3:27])[CH2:23][CH2:22]2)(=[O:20])=[O:19])=[CH:14][CH:13]=1.[H-].[Na+].C(=O)([O-])O.[Na+].